Dataset: Catalyst prediction with 721,799 reactions and 888 catalyst types from USPTO. Task: Predict which catalyst facilitates the given reaction. (1) Product: [Br:1][C:2]1[CH:7]=[CH:6][C:5]([CH2:8][CH2:9][CH2:10][N:11]2[CH2:16][CH2:15][N:14]([CH3:17])[CH2:13][CH2:12]2)=[C:4]([Cl:18])[C:3]=1[CH3:19]. The catalyst class is: 52. Reactant: [Br:1][C:2]1[CH:7]=[CH:6][C:5]([C:8]#[C:9][CH2:10][N:11]2[CH2:16][CH2:15][N:14]([CH3:17])[CH2:13][CH2:12]2)=[C:4]([Cl:18])[C:3]=1[CH3:19].I.[OH-].[Na+]. (2) Reactant: Cl[C:2]1[N:3]([CH2:28][CH2:29][CH3:30])[C:4](=[O:27])[C:5]2[NH:6][C:7]([C:11]3[CH:12]=[N:13][N:14]([CH2:16][C:17]4[CH:22]=[CH:21][CH:20]=[C:19]([C:23]([F:26])([F:25])[F:24])[CH:18]=4)[CH:15]=3)=[N:8][C:9]=2[N:10]=1.[Cl-].[CH:32]1([Zn+])[CH2:34][CH2:33]1. The catalyst class is: 532. Product: [CH:32]1([C:2]2[N:3]([CH2:28][CH2:29][CH3:30])[C:4](=[O:27])[C:5]3[NH:6][C:7]([C:11]4[CH:12]=[N:13][N:14]([CH2:16][C:17]5[CH:22]=[CH:21][CH:20]=[C:19]([C:23]([F:26])([F:25])[F:24])[CH:18]=5)[CH:15]=4)=[N:8][C:9]=3[N:10]=2)[CH2:34][CH2:33]1. (3) Reactant: [Cl:1][C:2]1[N:7]=[CH:6][C:5]([C:8]2[CH:9]=[N:10][CH:11]=[C:12]([O:14][CH3:15])[CH:13]=2)=[C:4]([NH2:16])[CH:3]=1.Cl[C:18]1[C:27]2[C:22](=[CH:23][C:24]([F:29])=[CH:25][C:26]=2[F:28])[N:21]=[C:20]([C:30]2[CH:35]=[CH:34][CH:33]=[CH:32][N:31]=2)[C:19]=1[CH3:36].[H-].[Na+].O. Product: [Cl:1][C:2]1[N:7]=[CH:6][C:5]([C:8]2[CH:9]=[N:10][CH:11]=[C:12]([O:14][CH3:15])[CH:13]=2)=[C:4]([NH:16][C:18]2[C:27]3[C:22](=[CH:23][C:24]([F:29])=[CH:25][C:26]=3[F:28])[N:21]=[C:20]([C:30]3[CH:35]=[CH:34][CH:33]=[CH:32][N:31]=3)[C:19]=2[CH3:36])[CH:3]=1. The catalyst class is: 57. (4) Reactant: [O:1]1[C:5]2[CH:6]=[CH:7][C:8]([C:10]3[S:11][CH:12]=[C:13]([C:15]([OH:17])=O)[N:14]=3)=[CH:9][C:4]=2[CH2:3][CH2:2]1.Br.NC1NC2C=CC(C([C:31]3[CH:35]=[CH:34][S:33][CH:32]=3)=O)=CC=2N=1.F[P-](F)(F)(F)(F)F.[N:43]1(OC(N(C)C)=[N+](C)C)[C:47]2[CH:48]=[CH:49][CH:50]=[CH:51][C:46]=2[N:45]=N1.C([N:63]([CH2:67]C)C(C)C)(C)C.CN(C)[CH:71]=[O:72]. Product: [O:1]1[C:5]2[CH:6]=[CH:7][C:8]([C:10]3[S:11][CH:12]=[C:13]([C:15]([NH:63][C:67]4[NH:45][C:46]5[CH:51]=[CH:50][C:49]([C:71]([C:34]6[S:33][CH:32]=[CH:31][CH:35]=6)=[O:72])=[CH:48][C:47]=5[N:43]=4)=[O:17])[N:14]=3)=[CH:9][C:4]=2[CH2:3][CH2:2]1. The catalyst class is: 277. (5) Reactant: [Cl:1][C:2]1[CH:11]=[CH:10][CH:9]=[C:8]2[C:3]=1[C:4](=[O:31])[N:5]([N:24]1[CH2:29][CH2:28][N:27]([CH3:30])[CH2:26][CH2:25]1)[C:6]([C@@H:12]([NH:16]C(=O)OC(C)(C)C)[CH:13]1[CH2:15][CH2:14]1)=[N:7]2.FC(F)(F)C(O)=O. Product: [NH2:16][C@@H:12]([CH:13]1[CH2:15][CH2:14]1)[C:6]1[N:5]([N:24]2[CH2:29][CH2:28][N:27]([CH3:30])[CH2:26][CH2:25]2)[C:4](=[O:31])[C:3]2[C:8](=[CH:9][CH:10]=[CH:11][C:2]=2[Cl:1])[N:7]=1. The catalyst class is: 4. (6) Reactant: O.[OH-].[Li+].C[O:5][C:6](=[O:35])[C:7]1[CH:12]=[CH:11][CH:10]=[CH:9][C:8]=1[C:13]([N:15]1[CH2:20][CH2:19][N:18]([C:21]2[N:22]=[N:23][C:24]([C:27](=[O:34])[NH:28][CH2:29][CH2:30][CH:31]3[CH2:33][CH2:32]3)=[CH:25][CH:26]=2)[CH2:17][CH2:16]1)=[O:14]. Product: [CH:31]1([CH2:30][CH2:29][NH:28][C:27]([C:24]2[N:23]=[N:22][C:21]([N:18]3[CH2:17][CH2:16][N:15]([C:13]([C:8]4[CH:9]=[CH:10][CH:11]=[CH:12][C:7]=4[C:6]([OH:35])=[O:5])=[O:14])[CH2:20][CH2:19]3)=[CH:26][CH:25]=2)=[O:34])[CH2:33][CH2:32]1. The catalyst class is: 30. (7) Reactant: [C:1](Cl)(=[O:8])[C:2]1[CH:7]=[CH:6][CH:5]=[CH:4][CH:3]=1.[C:10]1([NH:16][C:17]2[CH:22]=[CH:21][CH:20]=[CH:19][CH:18]=2)[CH:15]=[CH:14][CH:13]=[CH:12][CH:11]=1.N1C=CC=CC=1. Product: [C:17]1([N:16]([C:10]2[CH:11]=[CH:12][CH:13]=[CH:14][CH:15]=2)[C:1](=[O:8])[C:2]2[CH:7]=[CH:6][CH:5]=[CH:4][CH:3]=2)[CH:18]=[CH:19][CH:20]=[CH:21][CH:22]=1. The catalyst class is: 91. (8) Reactant: [CH:1]([NH:4]C(C)C)(C)[CH3:2].C(=O)=O.CC(C)=O.[Li]CCCC.[F:20][C:21]([F:32])([F:31])[C:22]1[CH:30]=[CH:29][CH:28]=[CH:27][C:23]=1[C:24](Cl)=[O:25]. Product: [O:25]=[C:24]([C:23]1[CH:27]=[CH:28][CH:29]=[CH:30][C:22]=1[C:21]([F:32])([F:31])[F:20])[CH2:2][C:1]#[N:4]. The catalyst class is: 577. (9) Product: [CH2:13]([N:20]1[CH2:25][CH2:24][C:23]([C:3]2[CH:8]=[CH:7][CH:6]=[CH:5][C:4]=2[C:9]([F:12])([F:11])[F:10])([OH:26])[CH2:22][CH2:21]1)[C:14]1[CH:15]=[CH:16][CH:17]=[CH:18][CH:19]=1. The catalyst class is: 1. Reactant: [Mg].Br[C:3]1[CH:8]=[CH:7][CH:6]=[CH:5][C:4]=1[C:9]([F:12])([F:11])[F:10].[CH2:13]([N:20]1[CH2:25][CH2:24][C:23](=[O:26])[CH2:22][CH2:21]1)[C:14]1[CH:19]=[CH:18][CH:17]=[CH:16][CH:15]=1.[Cl-].[NH4+].